Task: Predict the product of the given reaction.. Dataset: Forward reaction prediction with 1.9M reactions from USPTO patents (1976-2016) Given the reactants [CH:1]1[C:10]2[C:5](=[CH:6][CH:7]=[CH:8][CH:9]=2)[CH:4]=[CH:3][C:2]=1[CH:11]([NH:13]C=O)[CH3:12].C(O)C.[OH-].[Na+], predict the reaction product. The product is: [CH:1]1[C:10]2[C:5](=[CH:6][CH:7]=[CH:8][CH:9]=2)[CH:4]=[CH:3][C:2]=1[CH:11]([NH2:13])[CH3:12].